This data is from Peptide-MHC class I binding affinity with 185,985 pairs from IEDB/IMGT. The task is: Regression. Given a peptide amino acid sequence and an MHC pseudo amino acid sequence, predict their binding affinity value. This is MHC class I binding data. (1) The peptide sequence is KGMKIQHFK. The MHC is HLA-A26:01 with pseudo-sequence HLA-A26:01. The binding affinity (normalized) is 0.0847. (2) The MHC is HLA-A01:01 with pseudo-sequence HLA-A01:01. The peptide sequence is QIYAGIKVK. The binding affinity (normalized) is 0. (3) The peptide sequence is MIIMLIPTV. The MHC is HLA-A02:06 with pseudo-sequence HLA-A02:06. The binding affinity (normalized) is 0.814. (4) The MHC is H-2-Kb with pseudo-sequence H-2-Kb. The binding affinity (normalized) is 0.741. The peptide sequence is ISYSSGAI. (5) The peptide sequence is NPDIVIYQY. The MHC is HLA-A02:01 with pseudo-sequence HLA-A02:01. The binding affinity (normalized) is 0.